From a dataset of Reaction yield outcomes from USPTO patents with 853,638 reactions. Predict the reaction yield, written as a fraction of the theoretical maximum amount of product (1.0 means a 100% yield; for example, 0.34 means a 34% yield). (1) The reactants are C([O-])=O.[Na+].[CH3:5][O:6][C:7]1[CH:54]=[CH:53][C:10]([C:11]([O:26][CH2:27][C@@:28]23[C@@H:34]([O:35]CC4C=CC=CC=4)[C@@H:31]([O:32][CH2:33]2)[C@H:30]([N:43]2[CH:51]=[N:50][C:49]4[C:48](=[O:52])[NH:47][CH:46]=[N:45][C:44]2=4)[O:29]3)([C:20]2[CH:25]=[CH:24][CH:23]=[CH:22][CH:21]=2)[C:12]2[CH:17]=[CH:16][C:15]([O:18][CH3:19])=[CH:14][CH:13]=2)=[CH:9][CH:8]=1. The catalyst is CO.ClCCl.[Pd]. The product is [CH3:19][O:18][C:15]1[CH:16]=[CH:17][C:12]([C:11]([O:26][CH2:27][C@@:28]23[C@@H:34]([OH:35])[C@@H:31]([O:32][CH2:33]2)[C@H:30]([N:43]2[CH:51]=[N:50][C:49]4[C:48](=[O:52])[NH:47][CH:46]=[N:45][C:44]2=4)[O:29]3)([C:20]2[CH:21]=[CH:22][CH:23]=[CH:24][CH:25]=2)[C:10]2[CH:53]=[CH:54][C:7]([O:6][CH3:5])=[CH:8][CH:9]=2)=[CH:13][CH:14]=1. The yield is 0.770. (2) The reactants are [NH2:1][C@H:2]([C:5]1[N:14]([C:15]2[CH:20]=[CH:19][CH:18]=[C:17]([CH2:21][C:22]([F:25])([F:24])[F:23])[CH:16]=2)[C:13](=[O:26])[C:12]2[C:7](=[CH:8][CH:9]=[CH:10][C:11]=2[F:27])[N:6]=1)[CH2:3][CH3:4].Cl[C:29]1[C:30]2[CH:37]=[CH:36][NH:35][C:31]=2[N:32]=[CH:33][N:34]=1.C(N(C(C)C)CC)(C)C. The catalyst is CC(O)(C)C. The product is [N:32]1[C:31]2[NH:35][CH:36]=[CH:37][C:30]=2[C:29]([NH:1][C@H:2]([C:5]2[N:14]([C:15]3[CH:20]=[CH:19][CH:18]=[C:17]([CH2:21][C:22]([F:25])([F:23])[F:24])[CH:16]=3)[C:13](=[O:26])[C:12]3[C:7](=[CH:8][CH:9]=[CH:10][C:11]=3[F:27])[N:6]=2)[CH2:3][CH3:4])=[N:34][CH:33]=1. The yield is 0.380.